Dataset: CYP2C9 inhibition data for predicting drug metabolism from PubChem BioAssay. Task: Regression/Classification. Given a drug SMILES string, predict its absorption, distribution, metabolism, or excretion properties. Task type varies by dataset: regression for continuous measurements (e.g., permeability, clearance, half-life) or binary classification for categorical outcomes (e.g., BBB penetration, CYP inhibition). Dataset: cyp2c9_veith. (1) The molecule is CCn1c2ccccc2c2nnc(NCCCO)nc21. The result is 0 (non-inhibitor). (2) The drug is CCc1nnc(NC(=O)c2cc(-c3ccccc3)nn2-c2ccccc2)s1. The result is 1 (inhibitor).